This data is from Reaction yield outcomes from USPTO patents with 853,638 reactions. The task is: Predict the reaction yield, written as a fraction of the theoretical maximum amount of product (1.0 means a 100% yield; for example, 0.34 means a 34% yield). (1) No catalyst specified. The reactants are [Cl:1][C:2]1[CH:10]=[C:6]([C:7]([OH:9])=O)[C:5]([OH:11])=[CH:4][CH:3]=1.[NH2:12][C:13]1[N:18]=[C:17]([O:19][CH3:20])[CH:16]=[C:15]([Cl:21])[N:14]=1. The product is [Cl:1][C:2]1[CH:3]=[CH:4][C:5]([OH:11])=[C:6]([CH:10]=1)[C:7]([NH:12][C:13]1[N:18]=[C:17]([O:19][CH3:20])[CH:16]=[C:15]([Cl:21])[N:14]=1)=[O:9]. The yield is 0.0220. (2) The reactants are [CH:1]1([C:4]2[CH:9]=[C:8]([O:10][CH2:11][C:12]3[CH:17]=[CH:16][CH:15]=[CH:14][CH:13]=3)[CH:7]=[CH:6][C:5]=2B(O)O)[CH2:3][CH2:2]1.Br[C:22]1[CH:27]=[CH:26][CH:25]=[C:24]([N:28]2[C:32]([CH3:33])=[CH:31][CH:30]=[C:29]2[CH3:34])[N:23]=1. No catalyst specified. The product is [CH:1]1([C:4]2[CH:9]=[C:8]([O:10][CH2:11][C:12]3[CH:17]=[CH:16][CH:15]=[CH:14][CH:13]=3)[CH:7]=[CH:6][C:5]=2[C:22]2[CH:27]=[CH:26][CH:25]=[C:24]([N:28]3[C:32]([CH3:33])=[CH:31][CH:30]=[C:29]3[CH3:34])[N:23]=2)[CH2:3][CH2:2]1. The yield is 0.500. (3) The reactants are [CH3:1][O:2][CH2:3]Cl.[OH:5][C:6]1[CH:13]=[CH:12][C:9]([CH:10]=[O:11])=[CH:8][CH:7]=1.C(=O)([O-])[O-].[K+].[K+].CN(C=O)C. The catalyst is C(OCC)(=O)C.CCCCCC.O. The product is [CH3:1][O:2][CH2:3][O:5][C:6]1[CH:13]=[CH:12][C:9]([CH2:10][OH:11])=[CH:8][CH:7]=1. The yield is 0.820. (4) The yield is 0.900. The product is [C:10]1([CH3:9])[CH:15]=[CH:14][CH:13]=[C:12]([S:16][C:2]2[CH:8]=[CH:7][C:5]([NH2:6])=[CH:4][CH:3]=2)[CH:11]=1. The reactants are I[C:2]1[CH:8]=[CH:7][C:5]([NH2:6])=[CH:4][CH:3]=1.[CH3:9][C:10]1[CH:15]=[CH:14][CH:13]=[C:12]([SH:16])[CH:11]=1.C([O-])([O-])=O.[K+].[K+].C(O)CO. The catalyst is [Cu]I.CC(O)C. (5) The reactants are [Br:1][C:2]1[C:3]([CH3:12])=[C:4]([CH:9]=[CH:10][CH:11]=1)[C:5]([O:7][CH3:8])=[O:6].S(OOS([O-])(=O)=O)([O-])(=O)=[O:14].[K+].[K+]. The catalyst is FC(F)(F)C(O)=O.FC(F)(F)C(OC(=O)C(F)(F)F)=O.CC1C=CC(C(C)C)=CC=1.CC1C=CC(C(C)C)=CC=1.Cl[Ru]Cl.Cl[Ru]Cl. The product is [Br:1][C:2]1[C:3]([CH3:12])=[C:4]([C:9]([OH:14])=[CH:10][CH:11]=1)[C:5]([O:7][CH3:8])=[O:6]. The yield is 0.750. (6) The reactants are [Cl:1][C:2]1[CH:3]=[C:4]([NH:10][C@H:11]([C:20]([OH:22])=O)[CH2:12][C:13]2[CH:18]=[CH:17][C:16]([F:19])=[CH:15][CH:14]=2)[CH:5]=[CH:6][C:7]=1[C:8]#[N:9].[CH3:23][C:24]1(C)OC(=O)CC(=O)[O:25]1.S([O-])(O)(=O)=O.[K+]. The catalyst is CN(C1C=CN=CC=1)C.O1CCCC1. The product is [Cl:1][C:2]1[CH:3]=[C:4]([N:10]2[C:24](=[O:25])[CH:23]=[C:20]([OH:22])[CH:11]2[CH2:12][C:13]2[CH:14]=[CH:15][C:16]([F:19])=[CH:17][CH:18]=2)[CH:5]=[CH:6][C:7]=1[C:8]#[N:9]. The yield is 0.640. (7) The reactants are Cl[C:2]1[N:3]=[N:4][CH:5]=[C:6]([C:8]([N:10]2[CH2:15][CH2:14][CH2:13][CH:12]([C:16]3[CH:21]=[CH:20][C:19]([O:22][CH3:23])=[CH:18][C:17]=3[CH3:24])[CH2:11]2)=[O:9])[CH:7]=1.[CH3:25][NH:26][CH3:27]. The catalyst is C(O)CCC. The product is [CH3:23][O:22][C:19]1[CH:20]=[CH:21][C:16]([CH:12]2[CH2:13][CH2:14][CH2:15][N:10]([C:8]([C:6]3[CH:7]=[C:2]([N:26]([CH3:27])[CH3:25])[N:3]=[N:4][CH:5]=3)=[O:9])[CH2:11]2)=[C:17]([CH3:24])[CH:18]=1. The yield is 0.380. (8) The reactants are [F:1][C:2]([F:43])([F:42])[C:3]1[CH:4]=[C:5]([CH:39]=[CH:40][CH:41]=1)[CH2:6][NH:7][C:8](=[O:38])[C:9]1[CH:14]=[CH:13][N:12]=[C:11]([C:15]2[CH:20]=[C:19]([N:21]3[CH2:26][CH2:25][CH2:24][CH2:23][CH2:22]3)[CH:18]=[CH:17][C:16]=2[NH:27][C:28](=[O:37])[C:29]2[CH:34]=[CH:33][CH:32]=[C:31]([CH2:35]Br)[CH:30]=2)[CH:10]=1.[CH3:44][O:45][CH2:46][CH2:47][NH:48][C:49](=[O:54])[CH2:50][CH2:51][NH:52][CH3:53].C(=O)([O-])[O-].[K+].[K+].[I-].[K+]. The catalyst is CN(C)C=O.C(OCC)(=O)C. The product is [CH3:44][O:45][CH2:46][CH2:47][NH:48][C:49](=[O:54])[CH2:50][CH2:51][N:52]([CH2:35][C:31]1[CH:30]=[C:29]([CH:34]=[CH:33][CH:32]=1)[C:28]([NH:27][C:16]1[CH:17]=[CH:18][C:19]([N:21]2[CH2:26][CH2:25][CH2:24][CH2:23][CH2:22]2)=[CH:20][C:15]=1[C:11]1[CH:10]=[C:9]([CH:14]=[CH:13][N:12]=1)[C:8]([NH:7][CH2:6][C:5]1[CH:39]=[CH:40][CH:41]=[C:3]([C:2]([F:43])([F:42])[F:1])[CH:4]=1)=[O:38])=[O:37])[CH3:53]. The yield is 0.230. (9) The reactants are [NH:1]1[CH2:5][CH2:4][C:3]2([CH2:10][CH:9]3[CH2:11][N:6]2[CH2:7][CH2:8]3)[CH2:2]1.C1(P(C2C=CC=CC=2)C2C=CC3C(=CC=CC=3)C=2C2C3C(=CC=CC=3)C=CC=2P(C2C=CC=CC=2)C2C=CC=CC=2)C=CC=CC=1.CC(C)([O-])C.[K+].Br[C:65]1[CH:66]=[C:67]([O:71][CH2:72][CH3:73])[CH:68]=[N:69][CH:70]=1. The catalyst is C1(C)C=CC=CC=1. The product is [CH2:72]([O:71][C:67]1[CH:66]=[C:65]([N:1]2[CH2:5][CH2:4][C:3]3([CH2:10][CH:9]4[CH2:11][N:6]3[CH2:7][CH2:8]4)[CH2:2]2)[CH:70]=[N:69][CH:68]=1)[CH3:73]. The yield is 0.270. (10) The reactants are ClC(OCC)=O.[CH3:7][O:8][C:9]([C@H:11]1[CH2:16][CH2:15][C@H:14]([C:17]2[CH:22]=[CH:21][C:20]([C:23]3[N:28]=[C:27]([C:29](O)=[O:30])[CH:26]=[N:25][C:24]=3[CH3:32])=[CH:19][CH:18]=2)[CH2:13][CH2:12]1)=[O:10].C[N:34]1CCOCC1.N. The catalyst is C(Cl)Cl.CO. The product is [NH2:34][C:29]([C:27]1[N:28]=[C:23]([C:20]2[CH:21]=[CH:22][C:17]([C@H:14]3[CH2:13][CH2:12][C@H:11]([C:9]([O:8][CH3:7])=[O:10])[CH2:16][CH2:15]3)=[CH:18][CH:19]=2)[C:24]([CH3:32])=[N:25][CH:26]=1)=[O:30]. The yield is 0.300.